Dataset: Full USPTO retrosynthesis dataset with 1.9M reactions from patents (1976-2016). Task: Predict the reactants needed to synthesize the given product. Given the product [CH2:9]([C@H:16]1[C@H:24]([CH3:25])[O:23][C:22](=[O:26])[C@@H:21]([NH:27][C:47](=[O:48])[C:40]2[C:39]([OH:38])=[C:44]([O:45][CH3:46])[CH:43]=[CH:42][N:41]=2)[CH2:20][O:19][CH2:18][C@@H:17]1[O:28][CH2:29][O:30][CH2:31][C:32]1[CH:33]=[CH:34][CH:35]=[CH:36][CH:37]=1)[C:10]1[CH:11]=[CH:12][CH:13]=[CH:14][CH:15]=1, predict the reactants needed to synthesize it. The reactants are: FC(F)(F)S([O-])(=O)=O.[CH2:9]([C@H:16]1[C@H:24]([CH3:25])[O:23][C:22](=[O:26])[C@@H:21]([NH3+:27])[CH2:20][O:19][CH2:18][C@@H:17]1[O:28][CH2:29][O:30][CH2:31][C:32]1[CH:37]=[CH:36][CH:35]=[CH:34][CH:33]=1)[C:10]1[CH:15]=[CH:14][CH:13]=[CH:12][CH:11]=1.[OH:38][C:39]1[C:40]([C:47](O)=[O:48])=[N:41][CH:42]=[CH:43][C:44]=1[O:45][CH3:46].C(N(C(C)C)C(C)C)C.C1CN([P+](ON2N=NC3C=CC=CC2=3)(N2CCCC2)N2CCCC2)CC1.F[P-](F)(F)(F)(F)F.